From a dataset of Catalyst prediction with 721,799 reactions and 888 catalyst types from USPTO. Predict which catalyst facilitates the given reaction. (1) Reactant: [CH3:1][O:2][C:3]1[CH:11]=[C:10]2[C:6]([CH:7]=[C:8]([C:12]#[N:13])[NH:9]2)=[CH:5][C:4]=1[CH3:14].[C:15](O[C:15]([O:17][C:18]([CH3:21])([CH3:20])[CH3:19])=[O:16])([O:17][C:18]([CH3:21])([CH3:20])[CH3:19])=[O:16]. Product: [C:12]([C:8]1[N:9]([C:15]([O:17][C:18]([CH3:21])([CH3:20])[CH3:19])=[O:16])[C:10]2[C:6]([CH:7]=1)=[CH:5][C:4]([CH3:14])=[C:3]([O:2][CH3:1])[CH:11]=2)#[N:13]. The catalyst class is: 616. (2) Reactant: Br[CH2:2][C:3]([C:5]1[CH:10]=[CH:9][C:8]([F:11])=[CH:7][CH:6]=1)=O.[NH2:12][C:13]1[C:14]([C:19]([O:21][CH3:22])=[O:20])=[N:15][CH:16]=[CH:17][N:18]=1. Product: [CH3:22][O:21][C:19]([C:14]1[C:13]2[N:18]([CH:2]=[C:3]([C:5]3[CH:10]=[CH:9][C:8]([F:11])=[CH:7][CH:6]=3)[N:12]=2)[CH:17]=[CH:16][N:15]=1)=[O:20]. The catalyst class is: 10. (3) Reactant: [C:1]([C:4]1[C:9]([NH:10][C:11]([C:13]2[S:14][CH:15]=[C:16]([CH:18]([CH3:20])[CH3:19])[N:17]=2)=O)=[C:8]([CH3:21])[C:7]([O:22][CH3:23])=[CH:6][CH:5]=1)(=[O:3])[CH3:2].CC(C)([O-])C.[K+]. Product: [CH3:21][C:8]1[C:7]([O:22][CH3:23])=[CH:6][CH:5]=[C:4]2[C:9]=1[N:10]=[C:11]([C:13]1[S:14][CH:15]=[C:16]([CH:18]([CH3:20])[CH3:19])[N:17]=1)[CH:2]=[C:1]2[OH:3]. The catalyst class is: 107. (4) Reactant: [CH:1]1([C:6]([C:8]2[C:9](Cl)=[N:10][C:11]([S:15][CH3:16])=[N:12][C:13]=2[Cl:14])=O)[CH2:5][CH2:4][CH2:3][CH2:2]1.C(N(CC)C(C)C)(C)C.[NH2:27][NH2:28]. Product: [Cl:14][C:13]1[N:12]=[C:11]([S:15][CH3:16])[N:10]=[C:9]2[NH:27][N:28]=[C:6]([CH:1]3[CH2:5][CH2:4][CH2:3][CH2:2]3)[C:8]=12. The catalyst class is: 1. (5) The catalyst class is: 117. Product: [CH:30]1[C:31]2[NH:32][C:33]3[C:38](=[CH:37][CH:36]=[CH:35][CH:34]=3)[C:39]=2[C:27]([C:6]2[CH:5]=[CH:4][C:3]([CH2:2][OH:1])=[N:8][CH:7]=2)=[CH:28][CH:29]=1. Reactant: [OH:1][CH2:2][C:3]1[N:8]=[CH:7][C:6](B(O)O)=[CH:5][CH:4]=1.C(=O)([O-])[O-].[Cs+].[Cs+].ClCCl.FC(F)(F)S(O[C:27]1[C:39]2[C:38]3[C:33](=[CH:34][CH:35]=[CH:36][CH:37]=3)[NH:32][C:31]=2[CH:30]=[CH:29][CH:28]=1)(=O)=O. (6) Reactant: [NH:1]=[C:2]([NH:4][NH:5][C:6](=O)[C:7]1[CH:12]=[CH:11][C:10]([O:13][CH3:14])=[CH:9][CH:8]=1)[CH3:3]. Product: [CH3:14][O:13][C:10]1[CH:11]=[CH:12][C:7]([C:6]2[N:1]=[C:2]([CH3:3])[NH:4][N:5]=2)=[CH:8][CH:9]=1. The catalyst class is: 22. (7) Reactant: [C:1]([C:4]1[C:12]2[C:7](=[CH:8][C:9]([C:13]([O-:15])=[O:14])=[CH:10][CH:11]=2)[N:6]([CH2:16][C:17]([O:19]C(C)(C)C)=[O:18])[CH:5]=1)(=[O:3])[CH3:2].[C:24](O)(C(F)(F)F)=O. Product: [C:1]([C:4]1[C:12]2[C:7](=[CH:8][C:9]([C:13]([O:15][CH3:24])=[O:14])=[CH:10][CH:11]=2)[N:6]([CH2:16][C:17]([OH:19])=[O:18])[CH:5]=1)(=[O:3])[CH3:2]. The catalyst class is: 2.